The task is: Predict the product of the given reaction.. This data is from Forward reaction prediction with 1.9M reactions from USPTO patents (1976-2016). (1) Given the reactants CS(Cl)(=O)=O.[C:6]([N:9]1[CH2:14][CH2:13][N:12]([CH2:15][CH2:16][OH:17])[CH2:11][C@H:10]1[CH3:18])(=[O:8])[CH3:7].C(N(CC)CC)C.[F:26][C:27]([F:51])([F:50])[C:28]1[N:32]2[N:33]=[C:34]([N:37]3[CH2:42][CH2:41][CH:40]([C:43]4[CH:48]=[CH:47][C:46](O)=[CH:45][CH:44]=4)[CH2:39][CH2:38]3)[CH2:35][CH2:36][C:31]2=[N:30][N:29]=1.C(=O)([O-])[O-].[K+].[K+], predict the reaction product. The product is: [C:6]([N:9]1[CH2:14][CH2:13][N:12]([CH2:15][CH2:16][O:17][C:46]2[CH:47]=[CH:48][C:43]([CH:40]3[CH2:39][CH2:38][N:37]([C:34]4[CH2:35][CH2:36][C:31]5[N:32]([C:28]([C:27]([F:51])([F:50])[F:26])=[N:29][N:30]=5)[N:33]=4)[CH2:42][CH2:41]3)=[CH:44][CH:45]=2)[CH2:11][C@H:10]1[CH3:18])(=[O:8])[CH3:7]. (2) The product is: [O:15]1[C:9]2([CH2:11][CH2:12][CH:6]([C:4]([O:3][CH2:2][CH3:1])=[O:5])[CH2:7][CH2:8]2)[O:10][CH2:13][CH2:14]1. Given the reactants [CH3:1][CH2:2][O:3][C:4]([CH:6]1[CH2:12][CH2:11][C:9](=[O:10])[CH2:8][CH2:7]1)=[O:5].[CH2:13](O)[CH2:14][OH:15].CCOCC, predict the reaction product. (3) Given the reactants [C:1]1([C:14]2[CH:19]=[CH:18][CH:17]=[CH:16][CH:15]=2)[CH:6]=[CH:5][C:4]([C@H:7]2[C@H:12]([NH2:13])[CH2:11][CH2:10][O:9][CH2:8]2)=[CH:3][CH:2]=1.C1(C2C=CC=CC=2)C=CC([C@H]2[C@H](C(O)=O)CCOC2)=CC=1, predict the reaction product. The product is: [C:1]1([C:14]2[CH:15]=[CH:16][CH:17]=[CH:18][CH:19]=2)[CH:2]=[CH:3][C:4]([C@H:7]2[C@@H:12]([NH2:13])[CH2:11][CH2:10][O:9][CH2:8]2)=[CH:5][CH:6]=1.